Task: Predict which catalyst facilitates the given reaction.. Dataset: Catalyst prediction with 721,799 reactions and 888 catalyst types from USPTO (1) Reactant: [B-](F)(F)(F)F.[B-](F)(F)(F)F.C1[N+]2(CCl)CC[N+]([F:21])(CC2)C1.[C:22]([O:26][C:27](=[O:36])[NH:28][C:29]1[N:30]([CH3:35])[N:31]=[C:32]([CH3:34])[CH:33]=1)([CH3:25])([CH3:24])[CH3:23]. Product: [C:22]([O:26][C:27](=[O:36])[NH:28][C:29]1[N:30]([CH3:35])[N:31]=[C:32]([CH3:34])[C:33]=1[F:21])([CH3:25])([CH3:24])[CH3:23]. The catalyst class is: 59. (2) Reactant: C(N(CC)CC)C.[C:16](O[C:16]([O:18][C:19]([CH3:22])([CH3:21])[CH3:20])=[O:17])([O:18][C:19]([CH3:22])([CH3:21])[CH3:20])=[O:17].[F:23][C:24]1[CH:32]=[C:31]2[C:27]([CH:28]=[C:29]([C:33]([O:35][CH2:36][CH3:37])=[O:34])[NH:30]2)=[CH:26][CH:25]=1.[Na+].[Cl-]. Product: [F:23][C:24]1[CH:32]=[C:31]2[C:27]([CH:28]=[C:29]([C:33]([O:35][CH2:36][CH3:37])=[O:34])[N:30]2[C:16]([O:18][C:19]([CH3:20])([CH3:21])[CH3:22])=[O:17])=[CH:26][CH:25]=1. The catalyst class is: 34. (3) Reactant: [CH3:1][C:2]1[C:6]([C:7](=[O:9])[CH3:8])=[C:5]([CH3:10])[O:4][N:3]=1.CC(O)=O.[Br:15]Br. Product: [Br:15][CH2:8][C:7]([C:6]1[C:2]([CH3:1])=[N:3][O:4][C:5]=1[CH3:10])=[O:9]. The catalyst class is: 53. (4) Reactant: Cl.[CH3:2][O:3][C@H:4]([CH2:27][CH3:28])[CH2:5][C@H:6]1[CH2:17][CH2:16][C:15]2[S:14][C:13]3[N:12]=[CH:11][N:10]=[C:9]([O:18][CH:19]4[CH2:24][CH2:23][CH:22]([NH:25][CH3:26])[CH2:21][CH2:20]4)[C:8]=3[C:7]1=2.C=O.[BH3-][C:32]#N.[Na+]. Product: [CH3:2][O:3][C@H:4]([CH2:27][CH3:28])[CH2:5][C@H:6]1[CH2:17][CH2:16][C:15]2[S:14][C:13]3[N:12]=[CH:11][N:10]=[C:9]([O:18][CH:19]4[CH2:20][CH2:21][CH:22]([N:25]([CH3:32])[CH3:26])[CH2:23][CH2:24]4)[C:8]=3[C:7]1=2. The catalyst class is: 5. (5) Reactant: [F:1][C:2]1[CH:3]=[C:4]([CH2:9][C:10]([NH:12][C@H:13]([C:15]([OH:17])=O)[CH3:14])=[O:11])[CH:5]=[C:6]([F:8])[CH:7]=1.Cl.[NH2:19][CH:20]([C:25]1[CH:30]=[CH:29][CH:28]=[C:27]([O:31][CH3:32])[CH:26]=1)[C:21]([O:23][CH3:24])=[O:22]. Product: [F:8][C:6]1[CH:5]=[C:4]([CH2:9][C:10]([NH:12][C@H:13]([C:15]([NH:19][CH:20]([C:25]2[CH:30]=[CH:29][CH:28]=[C:27]([O:31][CH3:32])[CH:26]=2)[C:21]([O:23][CH3:24])=[O:22])=[O:17])[CH3:14])=[O:11])[CH:3]=[C:2]([F:1])[CH:7]=1. The catalyst class is: 147.